From a dataset of Full USPTO retrosynthesis dataset with 1.9M reactions from patents (1976-2016). Predict the reactants needed to synthesize the given product. Given the product [I:1][C:2]1[C:10]2[O:9][C:8](=[O:11])[N:7]([CH2:29][O:28][CH2:27][CH2:26][Si:25]([CH3:32])([CH3:31])[CH3:24])[C:6]=2[CH:5]=[C:4]([N+:12]([O-:14])=[O:13])[CH:3]=1, predict the reactants needed to synthesize it. The reactants are: [I:1][C:2]1[C:10]2[O:9][C:8](=[O:11])[NH:7][C:6]=2[CH:5]=[C:4]([N+:12]([O-:14])=[O:13])[CH:3]=1.C(N(CC)C(C)C)(C)C.[CH3:24][Si:25]([CH3:32])([CH3:31])[CH2:26][CH2:27][O:28][CH2:29]Cl.